Dataset: Catalyst prediction with 721,799 reactions and 888 catalyst types from USPTO. Task: Predict which catalyst facilitates the given reaction. Reactant: [F:1][C:2]1[CH:3]=[C:4]([CH:26]=[CH:27][C:28]=1[O:29]C)[CH2:5][C:6]1[C:15]2[NH:16][C:17]3[CH:18]=[CH:19][CH:20]=[CH:21][C:22]=3[C:14]=2[C:13]2[C:12](=[O:23])[CH2:11][C:10]([CH3:25])([CH3:24])[CH2:9][C:8]=2[N:7]=1.B(Br)(Br)Br. Product: [F:1][C:2]1[CH:3]=[C:4]([CH:26]=[CH:27][C:28]=1[OH:29])[CH2:5][C:6]1[C:15]2[NH:16][C:17]3[CH:18]=[CH:19][CH:20]=[CH:21][C:22]=3[C:14]=2[C:13]2[C:12](=[O:23])[CH2:11][C:10]([CH3:25])([CH3:24])[CH2:9][C:8]=2[N:7]=1. The catalyst class is: 2.